The task is: Predict the reaction yield, written as a fraction of the theoretical maximum amount of product (1.0 means a 100% yield; for example, 0.34 means a 34% yield).. This data is from Reaction yield outcomes from USPTO patents with 853,638 reactions. (1) The reactants are [NH2:1][C:2]1[CH:9]=[CH:8][C:7](Br)=[CH:6][C:3]=1[C:4]#[N:5].[Cl:11][C:12]1[CH:17]=[CH:16][C:15](B(O)O)=[CH:14][CH:13]=1.C(=O)([O-])[O-].[K+].[K+].C(COC)OC. The catalyst is O. The product is [NH2:1][C:2]1[CH:9]=[CH:8][C:7]([C:15]2[CH:16]=[CH:17][C:12]([Cl:11])=[CH:13][CH:14]=2)=[CH:6][C:3]=1[C:4]#[N:5]. The yield is 0.830. (2) The reactants are [C:1]([O:5][C:6]([N:8]1[CH2:13][CH2:12][CH:11]([OH:14])[CH2:10][CH2:9]1)=[O:7])([CH3:4])([CH3:3])[CH3:2].[H-].[Na+].Cl[C:18]1[C:19]2[O:26][N:25]=[C:24]([C:27]3[CH:32]=[CH:31][C:30]([S:33]([CH3:36])(=[O:35])=[O:34])=[CH:29][CH:28]=3)[C:20]=2[N:21]=[CH:22][N:23]=1. The catalyst is C1COCC1. The product is [C:1]([O:5][C:6]([N:8]1[CH2:13][CH2:12][CH:11]([O:14][C:18]2[C:19]3[O:26][N:25]=[C:24]([C:27]4[CH:28]=[CH:29][C:30]([S:33]([CH3:36])(=[O:34])=[O:35])=[CH:31][CH:32]=4)[C:20]=3[N:21]=[CH:22][N:23]=2)[CH2:10][CH2:9]1)=[O:7])([CH3:4])([CH3:2])[CH3:3]. The yield is 0.610.